From a dataset of Reaction yield outcomes from USPTO patents with 853,638 reactions. Predict the reaction yield, written as a fraction of the theoretical maximum amount of product (1.0 means a 100% yield; for example, 0.34 means a 34% yield). (1) The reactants are [C:1]([C:5]1[CH:13]=[C:12]2[C:8]([C:9]([I:14])=[N:10][NH:11]2)=[CH:7][CH:6]=1)([CH3:4])([CH3:3])[CH3:2].[CH3:15]C([O-])(C)C.[K+].IC. The product is [C:1]([C:5]1[CH:13]=[C:12]2[C:8]([C:9]([I:14])=[N:10][N:11]2[CH3:15])=[CH:7][CH:6]=1)([CH3:4])([CH3:2])[CH3:3]. The catalyst is C1COCC1. The yield is 0.690. (2) The reactants are [NH2:1][C:2]1[CH:18]=[CH:17][C:5]([O:6][C:7]2[CH:12]=[CH:11][N:10]=[C:9]([C:13]([NH2:15])=[O:14])[C:8]=2[Cl:16])=[C:4]([F:19])[CH:3]=1.[CH3:20][N:21]1[C:25]([CH3:26])=[C:24]([C:27](O)=[O:28])[C:23](=[O:30])[N:22]1[C:31]1[CH:36]=[CH:35][CH:34]=[CH:33][CH:32]=1.CCN=C=NCCCN(C)C.C1C=NC2N(O)N=NC=2C=1. The catalyst is C(Cl)Cl. The product is [Cl:16][C:8]1[C:9]([C:13]([NH2:15])=[O:14])=[N:10][CH:11]=[CH:12][C:7]=1[O:6][C:5]1[CH:17]=[CH:18][C:2]([NH:1][C:27]([C:24]2[C:23](=[O:30])[N:22]([C:31]3[CH:32]=[CH:33][CH:34]=[CH:35][CH:36]=3)[N:21]([CH3:20])[C:25]=2[CH3:26])=[O:28])=[CH:3][C:4]=1[F:19]. The yield is 0.932. (3) The reactants are [Br:1][C:2]1[CH:3]=[C:4](/[CH:10]=[CH:11]/[C:12]([OH:14])=O)[C:5]([O:8][CH3:9])=[N:6][CH:7]=1.[CH3:15][NH:16][CH3:17].CCN(C(C)C)C(C)C.CN(C(ON1N=NC2C=CC=CC1=2)=[N+](C)C)C.[B-](F)(F)(F)F. The catalyst is C(Cl)Cl. The product is [Br:1][C:2]1[CH:3]=[C:4](/[CH:10]=[CH:11]/[C:12]([N:16]([CH3:17])[CH3:15])=[O:14])[C:5]([O:8][CH3:9])=[N:6][CH:7]=1. The yield is 0.950. (4) The yield is 1.00. The product is [Cl:24][C:6]1[CH:5]=[C:4]([C:1](=[O:3])[CH3:2])[C:9]2[O:10][CH2:11][CH2:12][N:13]=[CH:21][C:8]=2[C:7]=1[CH3:23]. The reactants are [C:1]([C:4]1[C:9]([O:10][CH2:11][CH2:12][NH:13]C(=O)OC(C)(C)C)=[C:8]([CH:21]=O)[C:7]([CH3:23])=[C:6]([Cl:24])[CH:5]=1)(=[O:3])[CH3:2]. The catalyst is Cl.O1CCOCC1. (5) The product is [C:18]([NH:17][C:10]1[S:11][CH2:12][C@@H:13]2[CH2:14][N:15]([C:31]([O:30][C:26]([CH3:29])([CH3:28])[CH3:27])=[O:32])[CH2:16][C@:8]2([C:4]2[CH:5]=[CH:6][CH:7]=[C:2]([Br:1])[CH:3]=2)[N:9]=1)(=[O:25])[C:19]1[CH:20]=[CH:21][CH:22]=[CH:23][CH:24]=1. The yield is 1.00. The reactants are [Br:1][C:2]1[CH:3]=[C:4]([C@:8]23[CH2:16][NH:15][CH2:14][C@H:13]2[CH2:12][S:11][C:10]([NH:17][C:18](=[O:25])[C:19]2[CH:24]=[CH:23][CH:22]=[CH:21][CH:20]=2)=[N:9]3)[CH:5]=[CH:6][CH:7]=1.[C:26]([O:30][C:31](O[C:31]([O:30][C:26]([CH3:29])([CH3:28])[CH3:27])=[O:32])=[O:32])([CH3:29])([CH3:28])[CH3:27].C(N(CC)CC)C. The catalyst is ClCCl. (6) The reactants are Cl[C:2]1[N:10]=[C:9]2[C:5]([N:6]=[CH:7][N:8]2[CH2:11][O:12][CH2:13][CH2:14][Si:15]([CH3:18])([CH3:17])[CH3:16])=[C:4]([C:19]2[O:20][CH:21]=[CH:22][CH:23]=2)[N:3]=1.[CH3:24][O-:25].[Na+]. The catalyst is CO. The product is [O:20]1[CH:21]=[CH:22][CH:23]=[C:19]1[C:4]1[N:3]=[C:2]([O:25][CH3:24])[N:10]=[C:9]2[C:5]=1[N:6]=[CH:7][N:8]2[CH2:11][O:12][CH2:13][CH2:14][Si:15]([CH3:18])([CH3:17])[CH3:16]. The yield is 0.670. (7) The reactants are [C:1]([C:3]1[CH:4]=[C:5]([CH:27]=[C:28]([CH3:30])[CH:29]=1)[C:6]([C:8]1[C:9]([CH2:23][CH:24]2[CH2:26][CH2:25]2)=[C:10]([CH2:18][O:19]C(=O)C)[NH:11][C:12](=[O:17])[C:13]=1[CH:14]([CH3:16])[CH3:15])=[O:7])#[N:2].[NH4+].[OH-]. The catalyst is CO. The product is [CH:24]1([CH2:23][C:9]2[C:8]([C:6]([C:5]3[CH:4]=[C:3]([CH:29]=[C:28]([CH3:30])[CH:27]=3)[C:1]#[N:2])=[O:7])=[C:13]([CH:14]([CH3:15])[CH3:16])[C:12](=[O:17])[NH:11][C:10]=2[CH2:18][OH:19])[CH2:26][CH2:25]1. The yield is 0.980. (8) The reactants are Br[C:2]1[CH:3]=[C:4]([C:16]([NH:18][CH2:19][C:20]2[C:21](=[O:28])[NH:22][C:23]([CH3:27])=[CH:24][C:25]=2[CH3:26])=[O:17])[C:5]2[CH:6]=[N:7][N:8]([CH:11]3[CH2:15][CH2:14][CH2:13][CH2:12]3)[C:9]=2[CH:10]=1.CC1(C)C(C)(C)OB([C:37]2[CH:49]=[CH:48][C:40]([CH2:41][N:42]3[CH2:47][CH2:46][O:45][CH2:44][CH2:43]3)=[CH:39][CH:38]=2)O1.C([O-])([O-])=O.[Na+].[Na+]. The catalyst is O1CCOCC1.C1C=CC([P]([Pd]([P](C2C=CC=CC=2)(C2C=CC=CC=2)C2C=CC=CC=2)([P](C2C=CC=CC=2)(C2C=CC=CC=2)C2C=CC=CC=2)[P](C2C=CC=CC=2)(C2C=CC=CC=2)C2C=CC=CC=2)(C2C=CC=CC=2)C2C=CC=CC=2)=CC=1. The product is [CH:11]1([N:8]2[C:9]3[CH:10]=[C:2]([C:37]4[CH:38]=[CH:39][C:40]([CH2:41][N:42]5[CH2:47][CH2:46][O:45][CH2:44][CH2:43]5)=[CH:48][CH:49]=4)[CH:3]=[C:4]([C:16]([NH:18][CH2:19][C:20]4[C:21](=[O:28])[NH:22][C:23]([CH3:27])=[CH:24][C:25]=4[CH3:26])=[O:17])[C:5]=3[CH:6]=[N:7]2)[CH2:15][CH2:14][CH2:13][CH2:12]1. The yield is 0.684. (9) The catalyst is CN(C)C=O.C1C=CC([P]([Pd]([P](C2C=CC=CC=2)(C2C=CC=CC=2)C2C=CC=CC=2)([P](C2C=CC=CC=2)(C2C=CC=CC=2)C2C=CC=CC=2)[P](C2C=CC=CC=2)(C2C=CC=CC=2)C2C=CC=CC=2)(C2C=CC=CC=2)C2C=CC=CC=2)=CC=1. The yield is 0.270. The product is [F:37][C:17]1[CH:18]=[C:19]([O:23][C:24]2[CH:25]=[N:26][C:27]([C:44]3[CH:43]=[CH:42][CH:41]=[C:40]([F:39])[CH:45]=3)=[CH:28][C:29]=2[C:30]2[CH:31]=[N:32][CH:33]=[CH:34][CH:35]=2)[C:20]([F:22])=[CH:21][C:16]=1[S:13]([NH:7][C:8]1[N:9]=[CH:10][S:11][CH:12]=1)(=[O:14])=[O:15]. The reactants are C(OC(=O)[N:7]([S:13]([C:16]1[CH:21]=[C:20]([F:22])[C:19]([O:23][C:24]2[CH:25]=[N:26][C:27](Cl)=[CH:28][C:29]=2[C:30]2[CH:31]=[N:32][CH:33]=[CH:34][CH:35]=2)=[CH:18][C:17]=1[F:37])(=[O:15])=[O:14])[C:8]1[N:9]=[CH:10][S:11][CH:12]=1)(C)(C)C.[F:39][C:40]1[CH:41]=[C:42](B(O)O)[CH:43]=[CH:44][CH:45]=1.C([O-])([O-])=O.[Na+].[Na+].O.